Dataset: Forward reaction prediction with 1.9M reactions from USPTO patents (1976-2016). Task: Predict the product of the given reaction. (1) Given the reactants [N+:1]([C:4]1[CH:5]=[C:6]([CH:10]([CH3:13])[CH:11]=O)[CH:7]=[CH:8][CH:9]=1)([O-:3])=[O:2].[CH3:14][C:15]1[CH:24]=[CH:23][C:22]2[C:17](=[CH:18][CH:19]=[CH:20][C:21]=2[N:25]2[CH2:30][CH2:29][N:28](CCC3C=C(C=CC=3)N)[CH2:27][CH2:26]2)[N:16]=1.C(O[BH-](OC(=O)C)OC(=O)C)(=O)C.[Na+], predict the reaction product. The product is: [CH3:14][C:15]1[CH:24]=[CH:23][C:22]2[C:17](=[CH:18][CH:19]=[CH:20][C:21]=2[N:25]2[CH2:30][CH2:29][N:28]([CH2:11][CH:10]([C:6]3[CH:7]=[CH:8][CH:9]=[C:4]([N+:1]([O-:3])=[O:2])[CH:5]=3)[CH3:13])[CH2:27][CH2:26]2)[N:16]=1. (2) Given the reactants C(OC(=O)[NH:7][C:8]1[CH:13]=[CH:12][C:11]([S:14][C:15]2[CH:20]=[CH:19][C:18]([C:21](=[O:30])[NH:22][C:23]3[CH:28]=[CH:27][C:26]([Br:29])=[CH:25][CH:24]=3)=[CH:17][C:16]=2[NH:31][C:32]2[C:33]3[CH:41]=[CH:40][C:39]([CH:42]([CH3:44])[CH3:43])=[N:38][C:34]=3[N:35]=[CH:36][N:37]=2)=[CH:10][CH:9]=1)(C)(C)C.FC(F)(F)C(O)=O, predict the reaction product. The product is: [NH2:7][C:8]1[CH:13]=[CH:12][C:11]([S:14][C:15]2[CH:20]=[CH:19][C:18]([C:21]([NH:22][C:23]3[CH:24]=[CH:25][C:26]([Br:29])=[CH:27][CH:28]=3)=[O:30])=[CH:17][C:16]=2[NH:31][C:32]2[C:33]3[CH:41]=[CH:40][C:39]([CH:42]([CH3:44])[CH3:43])=[N:38][C:34]=3[N:35]=[CH:36][N:37]=2)=[CH:10][CH:9]=1. (3) Given the reactants [C:1]12([C:11]3[CH:21]=[CH:20][C:14]([O:15][CH2:16][C:17](O)=[O:18])=[CH:13][CH:12]=3)[CH2:10][CH:5]3[CH2:6][CH:7]([CH2:9][CH:3]([CH2:4]3)[CH2:2]1)[CH2:8]2.[CH3:22][N:23]1[CH2:28][CH2:27][NH:26][CH2:25][CH2:24]1, predict the reaction product. The product is: [C:1]12([C:11]3[CH:12]=[CH:13][C:14]([O:15][CH2:16][C:17]([N:26]4[CH2:27][CH2:28][N:23]([CH3:22])[CH2:24][CH2:25]4)=[O:18])=[CH:20][CH:21]=3)[CH2:2][CH:3]3[CH2:4][CH:5]([CH2:6][CH:7]([CH2:9]3)[CH2:8]1)[CH2:10]2. (4) Given the reactants [CH2:1]([C:3]1[N:19]([C@@H:20]2[C:28]3[C:23](=[CH:24][C:25]([C:29]4[CH:34]=[CH:33][CH:32]=[CH:31][C:30]=4[C:35]4[N:39](C(C5C=CC=CC=5)(C5C=CC=CC=5)C5C=CC=CC=5)[N:38]=[N:37][N:36]=4)=[CH:26][CH:27]=3)[CH2:22][CH2:21]2)[C:6]2=[N:7][C:8]([CH2:12][CH:13]3[CH2:17][CH2:16][CH2:15][C:14]3=[O:18])=[CH:9][C:10]([CH3:11])=[C:5]2[N:4]=1)[CH3:2].[H-].[Al+3].[Li+].[H-].[H-].[H-], predict the reaction product. The product is: [NH:39]1[C:35]([C:30]2[CH:31]=[CH:32][CH:33]=[CH:34][C:29]=2[C:25]2[CH:24]=[C:23]3[C:28](=[CH:27][CH:26]=2)[C@@H:20]([N:19]2[C:6]4=[N:7][C:8]([CH2:12][CH:13]5[CH2:17][CH2:16][CH2:15][CH:14]5[OH:18])=[CH:9][C:10]([CH3:11])=[C:5]4[N:4]=[C:3]2[CH2:1][CH3:2])[CH2:21][CH2:22]3)=[N:36][N:37]=[N:38]1. (5) Given the reactants [F:1][C:2]([F:13])([C:8]1[N:12]=[CH:11][NH:10][N:9]=1)[CH2:3][C:4]([F:7])([F:6])[F:5].[CH2:14]=[O:15], predict the reaction product. The product is: [F:13][C:2]([F:1])([C:8]1[N:12]=[CH:11][N:10]([CH2:14][OH:15])[N:9]=1)[CH2:3][C:4]([F:7])([F:6])[F:5]. (6) Given the reactants [CH:1]([O:4][C:5]1[CH:22]=[CH:21][C:20]([S:23]([CH3:26])(=[O:25])=[O:24])=[CH:19][C:6]=1[C:7]([N:9]1[CH2:13][CH2:12][CH:11]([O:14]S(C)(=O)=O)[CH2:10]1)=[O:8])([CH3:3])[CH3:2].[Cl:27][C:28]1[CH:29]=[C:30](O)[CH:31]=[CH:32][C:33]=1[Cl:34], predict the reaction product. The product is: [Cl:27][C:28]1[CH:29]=[C:30]([CH:31]=[CH:32][C:33]=1[Cl:34])[O:14][CH:11]1[CH2:12][CH2:13][N:9]([C:7]([C:6]2[CH:19]=[C:20]([S:23]([CH3:26])(=[O:25])=[O:24])[CH:21]=[CH:22][C:5]=2[O:4][CH:1]([CH3:3])[CH3:2])=[O:8])[CH2:10]1. (7) Given the reactants [CH2:1]([C:4]1[C:12]([OH:13])=[CH:11][C:10]([CH3:14])=[C:9]2[C:5]=1[CH:6]=[CH:7][NH:8]2)[CH:2]=[CH2:3].[CH3:15][C:16]([O:19][C:20](O[C:20]([O:19][C:16]([CH3:18])([CH3:17])[CH3:15])=[O:21])=[O:21])([CH3:18])[CH3:17].C([O-])([O-])=O.[K+].[K+].CC(O)=O, predict the reaction product. The product is: [CH2:1]([C:4]1[C:12]([OH:13])=[CH:11][C:10]([CH3:14])=[C:9]2[C:5]=1[CH:6]=[CH:7][N:8]2[C:20]([O:19][C:16]([CH3:18])([CH3:17])[CH3:15])=[O:21])[CH:2]=[CH2:3]. (8) Given the reactants Cl.[CH2:2]([O:5][C:6]1[CH:15]=[CH:14][CH:13]=[C:12]2[C:7]=1[CH2:8][CH2:9][NH:10][CH2:11]2)[CH2:3][CH3:4].CCN(CC)CC.[C:23](O[C:23]([O:25][C:26]([CH3:29])([CH3:28])[CH3:27])=[O:24])([O:25][C:26]([CH3:29])([CH3:28])[CH3:27])=[O:24], predict the reaction product. The product is: [C:26]([O:25][C:23]([N:10]1[CH2:9][CH2:8][C:7]2[C:12](=[CH:13][CH:14]=[CH:15][C:6]=2[O:5][CH2:2][CH2:3][CH3:4])[CH2:11]1)=[O:24])([CH3:29])([CH3:28])[CH3:27]. (9) Given the reactants [Br:1][C:2]1[CH:3]=[CH:4][C:5]([F:18])=[C:6]2[C:10]=1[NH:9][C:8]([C:11]([O-:13])=[O:12])=[C:7]2[CH2:14][CH2:15][CH2:16][OH:17].[C:19]1(O)[C:28]2[C:23](=[CH:24][CH:25]=[CH:26][CH:27]=2)[CH:22]=[CH:21][CH:20]=1.[C:30]1(P(C2C=CC=CC=2)C2C=CC=CC=2)C=CC=C[CH:31]=1.N(C(OC(C)(C)C)=O)=NC(OC(C)(C)C)=O, predict the reaction product. The product is: [Br:1][C:2]1[CH:3]=[CH:4][C:5]([F:18])=[C:6]2[C:10]=1[NH:9][C:8]([C:11]([O:13][CH2:30][CH3:31])=[O:12])=[C:7]2[CH2:14][CH2:15][CH2:16][O:17][C:19]1[C:28]2[C:23](=[CH:24][CH:25]=[CH:26][CH:27]=2)[CH:22]=[CH:21][CH:20]=1.